Dataset: Full USPTO retrosynthesis dataset with 1.9M reactions from patents (1976-2016). Task: Predict the reactants needed to synthesize the given product. (1) The reactants are: [Cl:1][CH2:2][CH2:3][CH2:4][CH2:5][C:6](Cl)=[O:7].[NH2:9][C:10]1[CH:11]=[C:12]([C:16]2[C:25]3[CH2:24][CH2:23][CH2:22][CH2:21][C:20]=3[C:19](=[O:26])[NH:18][N:17]=2)[CH:13]=[CH:14][CH:15]=1.C(=O)([O-])[O-].[K+].[K+].Cl. Given the product [Cl:1][CH2:2][CH2:3][CH2:4][CH2:5][C:6]([NH:9][C:10]1[CH:11]=[C:12]([C:16]2[C:25]3[CH2:24][CH2:23][CH2:22][CH2:21][C:20]=3[C:19](=[O:26])[NH:18][N:17]=2)[CH:13]=[CH:14][CH:15]=1)=[O:7], predict the reactants needed to synthesize it. (2) Given the product [F:1][C:2]1[CH:22]=[CH:21][C:5]([CH2:6][O:7][C:8]2[C:9]([CH3:20])=[CH:10][C:11]([CH:14]=[O:15])=[N:12][CH:13]=2)=[CH:4][CH:3]=1, predict the reactants needed to synthesize it. The reactants are: [F:1][C:2]1[CH:22]=[CH:21][C:5]([CH2:6][O:7][C:8]2[C:9]([CH3:20])=[CH:10][C:11]([C:14](N(OC)C)=[O:15])=[N:12][CH:13]=2)=[CH:4][CH:3]=1.[H-].[Al+3].[Li+].[H-].[H-].[H-].